From a dataset of Reaction yield outcomes from USPTO patents with 853,638 reactions. Predict the reaction yield, written as a fraction of the theoretical maximum amount of product (1.0 means a 100% yield; for example, 0.34 means a 34% yield). (1) The reactants are C1[CH:5]2[C@@H:6]3[CH:10]=[CH:9][C@H:8]([CH:4]2C=C1)[CH2:7]3.[CH2:11]([O:15][C:16](=[O:19])C=C)[CH2:12][CH2:13][CH3:14].C1(C=CC(O)=CC=1)O. No catalyst specified. The product is [CH2:11]([O:15][C:16]([C:6]12[CH2:7][CH:8]([CH2:4][CH2:5]1)[CH:9]=[CH:10]2)=[O:19])[CH2:12][CH2:13][CH3:14]. The yield is 0.780. (2) The reactants are Cl[C:2]1[N:7]2[N:8]=[C:9]([C:23]3[CH:28]=[CH:27][CH:26]=[C:25]([O:29][CH3:30])[CH:24]=3)[C:10]([C:11]3[CH:16]=[CH:15][N:14]=[C:13]([NH:17][CH:18]4[CH2:22][CH2:21][CH2:20][CH2:19]4)[N:12]=3)=[C:6]2[CH:5]=[CH:4][CH:3]=1.[CH3:31][NH:32][CH3:33].C(OCC)(=O)C. The catalyst is CN(C)C=O. The yield is 0.700. The product is [CH:18]1([NH:17][C:13]2[N:12]=[C:11]([C:10]3[C:9]([C:23]4[CH:28]=[CH:27][CH:26]=[C:25]([O:29][CH3:30])[CH:24]=4)=[N:8][N:7]4[C:2]([N:32]([CH3:33])[CH3:31])=[CH:3][CH:4]=[CH:5][C:6]=34)[CH:16]=[CH:15][N:14]=2)[CH2:19][CH2:20][CH2:21][CH2:22]1.